Dataset: Reaction yield outcomes from USPTO patents with 853,638 reactions. Task: Predict the reaction yield, written as a fraction of the theoretical maximum amount of product (1.0 means a 100% yield; for example, 0.34 means a 34% yield). (1) The reactants are N1C=CC=CC=1.[O:7]([Si:15]([CH3:18])([CH3:17])[CH3:16])S(C(F)(F)F)(=O)=O.[CH2:19]([C:21]([C:40]1[CH:45]=[CH:44][C:43]([C:46]#[C:47][C:48]2(O)[CH2:53][CH2:52][O:51][CH2:50][CH2:49]2)=[C:42]([CH3:55])[CH:41]=1)([C:24]1[CH:29]=[CH:28][C:27]([B:30]2[O:34][C:33]([CH3:36])([CH3:35])[C:32]([CH3:38])([CH3:37])[O:31]2)=[C:26]([CH3:39])[CH:25]=1)[CH2:22][CH3:23])[CH3:20].C(=O)(O)[O-].[Na+]. The catalyst is ClCCl. The product is [CH2:19]([C:21]([C:40]1[CH:45]=[CH:44][C:43]([C:46]#[C:47][C:48]2([O:7][Si:15]([CH3:18])([CH3:17])[CH3:16])[CH2:53][CH2:52][O:51][CH2:50][CH2:49]2)=[C:42]([CH3:55])[CH:41]=1)([C:24]1[CH:29]=[CH:28][C:27]([B:30]2[O:31][C:32]([CH3:37])([CH3:38])[C:33]([CH3:35])([CH3:36])[O:34]2)=[C:26]([CH3:39])[CH:25]=1)[CH2:22][CH3:23])[CH3:20]. The yield is 0.870. (2) The reactants are [C:1]1([CH2:7][OH:8])[CH:6]=[CH:5][CH:4]=[CH:3][CH:2]=1.[H-].[Na+].Br[C:12]1[CH:17]=[CH:16][C:15]([Br:18])=[CH:14][N:13]=1. The catalyst is CN(C)C=O. The product is [CH2:7]([O:8][C:12]1[CH:17]=[CH:16][C:15]([Br:18])=[CH:14][N:13]=1)[C:1]1[CH:6]=[CH:5][CH:4]=[CH:3][CH:2]=1. The yield is 0.900. (3) The yield is 0.110. The catalyst is CN(C)C=O.C(O)C.CCCCCC.C1C=CC(C2C=CC=CC=2)=CC=1.C1C=CC(OC2C=CC=CC=2)=CC=1.C(OCC)C.O. The reactants are CC1(C)O[C:6](=[O:8])[C:5](=[CH:9][NH:10][C:11]2[CH:25]=[CH:24][C:14]([C:15]([O:17][C:18]3[CH:23]=[CH:22][CH:21]=[CH:20][CH:19]=3)=[O:16])=[C:13]([OH:26])[CH:12]=2)C(=O)O1.[CH2:29](Br)[C:30]1[CH:35]=[CH:34][CH:33]=[CH:32][CH:31]=1.C(=O)([O-])[O-].[K+].[K+].C(OCC)C.O1CCCC1. The product is [CH2:29]([O:26][C:13]1[CH:12]=[C:11]2[C:25]([C:6](=[O:8])[CH:5]=[CH:9][NH:10]2)=[CH:24][C:14]=1[C:15]([O:17][C:18]1[CH:19]=[CH:20][CH:21]=[CH:22][CH:23]=1)=[O:16])[C:30]1[CH:35]=[CH:34][CH:33]=[CH:32][CH:31]=1.